From a dataset of TCR-epitope binding with 47,182 pairs between 192 epitopes and 23,139 TCRs. Binary Classification. Given a T-cell receptor sequence (or CDR3 region) and an epitope sequence, predict whether binding occurs between them. (1) The epitope is LLFGYPVYV. The TCR CDR3 sequence is CASSLTGFDYGYTF. Result: 1 (the TCR binds to the epitope). (2) The epitope is ARMILMTHF. The TCR CDR3 sequence is CSARHDGELFF. Result: 0 (the TCR does not bind to the epitope).